From a dataset of Reaction yield outcomes from USPTO patents with 853,638 reactions. Predict the reaction yield, written as a fraction of the theoretical maximum amount of product (1.0 means a 100% yield; for example, 0.34 means a 34% yield). The reactants are [O:1]1[CH2:6][CH2:5][CH2:4][CH2:3][CH:2]1[N:7]1[CH:11]=[CH:10][CH:9]=[N:8]1.C([Li])CCC.[CH:17]12[O:23][CH:18]1[CH2:19][CH2:20][CH2:21][CH2:22]2. The catalyst is C1COCC1. The product is [O:1]1[CH2:6][CH2:5][CH2:4][CH2:3][CH:2]1[N:7]1[C:11]([C@H:17]2[CH2:22][CH2:21][CH2:20][CH2:19][C@@H:18]2[OH:23])=[CH:10][CH:9]=[N:8]1. The yield is 0.0300.